Dataset: Forward reaction prediction with 1.9M reactions from USPTO patents (1976-2016). Task: Predict the product of the given reaction. (1) Given the reactants OC(C(F)(F)F)=O.[F:8][C:9]1[CH:14]=[CH:13][C:12]([C:15]2[N:16]=[C:17]([CH:20]3[CH2:25][CH2:24][CH2:23][NH:22][CH2:21]3)[S:18][CH:19]=2)=[CH:11][CH:10]=1.[F:26][C:27]([F:43])([F:42])[C:28]1[O:32][N:31]=[C:30]([C:33]2[CH:34]=[C:35]([CH:39]=[CH:40][CH:41]=2)[C:36](O)=[O:37])[N:29]=1, predict the reaction product. The product is: [F:8][C:9]1[CH:14]=[CH:13][C:12]([C:15]2[N:16]=[C:17]([CH:20]3[CH2:25][CH2:24][CH2:23][N:22]([C:36]([C:35]4[CH:39]=[CH:40][CH:41]=[C:33]([C:30]5[N:29]=[C:28]([C:27]([F:42])([F:26])[F:43])[O:32][N:31]=5)[CH:34]=4)=[O:37])[CH2:21]3)[S:18][CH:19]=2)=[CH:11][CH:10]=1. (2) Given the reactants [CH3:1][NH:2][C:3]([C:5]1[CH:10]=[C:9]([CH2:11][NH:12][C:13]2[N:14]=[CH:15][S:16][C:17]=2[C:18]([OH:20])=O)[CH:8]=[CH:7][N:6]=1)=[O:4].[F:21][C:22]1([F:35])[O:27][C:26]2[CH:28]=[CH:29][C:30]([NH2:32])=[CH:31][C:25]=2[O:24][C:23]1([F:34])[F:33].F[P-](F)(F)(F)(F)F.N1(O[P+](N2CCCC2)(N2CCCC2)N2CCCC2)C2C=CC=CC=2N=N1.C(N(CC)CC)C, predict the reaction product. The product is: [CH3:1][NH:2][C:3]([C:5]1[CH:10]=[C:9]([CH2:11][NH:12][C:13]2[N:14]=[CH:15][S:16][C:17]=2[C:18]([NH:32][C:30]2[CH:29]=[CH:28][C:26]3[O:27][C:22]([F:35])([F:21])[C:23]([F:33])([F:34])[O:24][C:25]=3[CH:31]=2)=[O:20])[CH:8]=[CH:7][N:6]=1)=[O:4]. (3) Given the reactants [CH2:1]([N:8]1[CH2:13][CH2:12][N:11]([CH2:14][C:15]2[CH:20]=[CH:19][CH:18]=[CH:17][CH:16]=2)[CH2:10][CH:9]1[CH:21]=[CH2:22])[C:2]1[CH:7]=[CH:6][CH:5]=[CH:4][CH:3]=1.C=C[C:25]1[CH:30]=[CH:29][CH:28]=[CH:27][CH:26]=1, predict the reaction product. The product is: [CH2:1]([N:8]1[CH2:13][CH2:12][N:11]([CH2:14][C:15]2[CH:20]=[CH:19][CH:18]=[CH:17][CH:16]=2)[CH2:10][CH:9]1[CH:21]=[CH:22][C:25]1[CH:30]=[CH:29][CH:28]=[CH:27][CH:26]=1)[C:2]1[CH:3]=[CH:4][CH:5]=[CH:6][CH:7]=1. (4) Given the reactants C(OC(=O)[NH:7][C:8]1[CH:13]=[C:12]([N:14]([CH3:16])[CH3:15])[C:11]([C:17]([F:20])([F:19])[F:18])=[CH:10][C:9]=1[NH:21][C:22](=[O:34])[CH2:23][C:24]([C:26]1[CH:31]=[CH:30][CH:29]=[C:28]([C:32]#[N:33])[CH:27]=1)=O)(C)(C)C.C(O)(C(F)(F)F)=O, predict the reaction product. The product is: [CH3:15][N:14]([CH3:16])[C:12]1[C:11]([C:17]([F:20])([F:19])[F:18])=[CH:10][C:9]2[NH:21][C:22](=[O:34])[CH2:23][C:24]([C:26]3[CH:27]=[C:28]([CH:29]=[CH:30][CH:31]=3)[C:32]#[N:33])=[N:7][C:8]=2[CH:13]=1. (5) The product is: [N:1]1([CH2:7][CH2:8][N:9]2[C:17]3[C:12](=[CH:13][CH:14]=[CH:15][CH:16]=3)[C:11]([CH:18]3[CH2:23][CH2:22][N:21]([CH2:33][C:29]4[CH:28]=[C:27]([CH:32]=[CH:31][CH:30]=4)[C:26]([OH:35])=[O:25])[CH2:20][CH2:19]3)=[CH:10]2)[CH2:6][CH2:5][O:4][CH2:3][CH2:2]1. Given the reactants [N:1]1([CH2:7][CH2:8][N:9]2[C:17]3[C:12](=[CH:13][CH:14]=[CH:15][CH:16]=3)[C:11]([CH:18]3[CH2:23][CH2:22][NH:21][CH2:20][CH2:19]3)=[CH:10]2)[CH2:6][CH2:5][O:4][CH2:3][CH2:2]1.C[O:25][C:26](=[O:35])[C:27]1[CH:32]=[CH:31][CH:30]=[C:29]([CH2:33]Br)[CH:28]=1, predict the reaction product. (6) Given the reactants [C:1]([O:5][C:6]([NH:8][C@H:9]([C:11]([NH:13][C@H:14]([C:19]([O:21][CH2:22][CH2:23][O:24][C:25]1[CH:30]=[CH:29][C:28]([C:31]2[C:36]([C:37]#[N:38])=[C:35]([N:39]3[CH2:43][CH2:42][CH2:41][CH2:40]3)[N:34]=[C:33]([S:44][CH2:45][C:46]3[N:47]=[C:48]([C:51]4[CH:56]=[CH:55][C:54]([Cl:57])=[CH:53][CH:52]=4)[S:49][CH:50]=3)[C:32]=2[C:58]#[N:59])=[CH:27][CH:26]=1)=[O:20])[CH2:15][CH:16]([CH3:18])[CH3:17])=[O:12])[CH3:10])=[O:7])([CH3:4])([CH3:3])[CH3:2].Cl, predict the reaction product. The product is: [ClH:57].[C:1]([O:5][C:6]([NH:8][C@H:9]([C:11]([NH:13][C@H:14]([C:19]([O:21][CH2:22][CH2:23][O:24][C:25]1[CH:26]=[CH:27][C:28]([C:31]2[C:36]([C:37]#[N:38])=[C:35]([N:39]3[CH2:40][CH2:41][CH2:42][CH2:43]3)[N:34]=[C:33]([S:44][CH2:45][C:46]3[N:47]=[C:48]([C:51]4[CH:56]=[CH:55][C:54]([Cl:57])=[CH:53][CH:52]=4)[S:49][CH:50]=3)[C:32]=2[C:58]#[N:59])=[CH:29][CH:30]=1)=[O:20])[CH2:15][CH:16]([CH3:18])[CH3:17])=[O:12])[CH3:10])=[O:7])([CH3:4])([CH3:3])[CH3:2]. (7) Given the reactants [C:1]([O:8][CH2:9][CH3:10])(=[O:7])[C:2](OCC)=O.[CH2:11]([O:18][CH2:19][C:20]([O:22]CC)=O)[C:12]1[CH:17]=[CH:16][CH:15]=[CH:14][CH:13]=1.[H-].[Na+].Br.[CH2:28]([N:32]1[CH2:36][CH2:35][N:34]=[C:33]1[NH2:37])[CH2:29][CH2:30][CH3:31], predict the reaction product. The product is: [CH2:11]([O:18][C:19]1[C:20](=[O:22])[N:34]2[CH2:35][CH2:36][N:32]([CH2:28][CH2:29][CH2:30][CH3:31])[C:33]2=[N:37][C:2]=1[C:1]([O:8][CH2:9][CH3:10])=[O:7])[C:12]1[CH:13]=[CH:14][CH:15]=[CH:16][CH:17]=1. (8) Given the reactants Br[C:2]1[S:3][CH:4]=[C:5]([Br:7])[CH:6]=1.[Li]CCCC.[O:13]1[CH2:15][CH2:14]1, predict the reaction product. The product is: [Br:7][C:5]1[CH:6]=[C:2]([CH2:15][CH2:14][OH:13])[S:3][CH:4]=1. (9) Given the reactants [NH2:1][C:2]1[C:17]([OH:18])=[CH:16][C:15]([Br:19])=[CH:14][C:3]=1[C:4]([NH:6][C:7]1[CH:12]=[CH:11][C:10]([Cl:13])=[CH:9][N:8]=1)=[O:5].[CH:20]([N:23]1[CH2:28][CH2:27][CH:26]([C:29](O)=[O:30])[CH2:25][CH2:24]1)([CH3:22])[CH3:21].Cl.C(N=C=NCCCN(C)C)C.ON1C2C=CC=CC=2N=N1.C(=O)(O)[O-].[Na+], predict the reaction product. The product is: [Br:19][C:15]1[CH:16]=[C:17]([OH:18])[C:2]([NH:1][C:29]([CH:26]2[CH2:27][CH2:28][N:23]([CH:20]([CH3:22])[CH3:21])[CH2:24][CH2:25]2)=[O:30])=[C:3]([C:4](=[O:5])[NH:6][C:7]2[CH:12]=[CH:11][C:10]([Cl:13])=[CH:9][N:8]=2)[CH:14]=1.